From a dataset of NCI-60 drug combinations with 297,098 pairs across 59 cell lines. Regression. Given two drug SMILES strings and cell line genomic features, predict the synergy score measuring deviation from expected non-interaction effect. (1) Drug 1: C1=NC2=C(N=C(N=C2N1C3C(C(C(O3)CO)O)O)F)N. Drug 2: CC1=C(C(=O)C2=C(C1=O)N3CC4C(C3(C2COC(=O)N)OC)N4)N. Cell line: RXF 393. Synergy scores: CSS=-1.36, Synergy_ZIP=0.371, Synergy_Bliss=-0.648, Synergy_Loewe=-7.17, Synergy_HSA=-3.99. (2) Drug 1: C1C(C(OC1N2C=C(C(=O)NC2=O)F)CO)O. Drug 2: C1=CN(C(=O)N=C1N)C2C(C(C(O2)CO)O)O.Cl. Cell line: HCC-2998. Synergy scores: CSS=45.3, Synergy_ZIP=-12.4, Synergy_Bliss=-15.1, Synergy_Loewe=-5.36, Synergy_HSA=-3.79. (3) Drug 1: CS(=O)(=O)OCCCCOS(=O)(=O)C. Drug 2: N.N.Cl[Pt+2]Cl. Cell line: SF-295. Synergy scores: CSS=40.8, Synergy_ZIP=1.26, Synergy_Bliss=3.04, Synergy_Loewe=-26.2, Synergy_HSA=1.38. (4) Drug 1: CC(C1=C(C=CC(=C1Cl)F)Cl)OC2=C(N=CC(=C2)C3=CN(N=C3)C4CCNCC4)N. Drug 2: CC1=C(C=C(C=C1)C(=O)NC2=CC(=CC(=C2)C(F)(F)F)N3C=C(N=C3)C)NC4=NC=CC(=N4)C5=CN=CC=C5. Cell line: HCT116. Synergy scores: CSS=16.6, Synergy_ZIP=-2.79, Synergy_Bliss=-0.272, Synergy_Loewe=-8.48, Synergy_HSA=-1.58. (5) Drug 1: CC12CCC(CC1=CCC3C2CCC4(C3CC=C4C5=CN=CC=C5)C)O. Drug 2: C1CN(P(=O)(OC1)NCCCl)CCCl. Cell line: HL-60(TB). Synergy scores: CSS=11.9, Synergy_ZIP=8.60, Synergy_Bliss=7.47, Synergy_Loewe=1.96, Synergy_HSA=1.85.